Dataset: Catalyst prediction with 721,799 reactions and 888 catalyst types from USPTO. Task: Predict which catalyst facilitates the given reaction. (1) Reactant: CCCC[N+](CCCC)(CCCC)CCCC.[F-].[CH3:19][O:20][C:21](=[O:66])[C:22]1[CH:27]=[C:26]([O:28][C:29]2[CH:34]=[CH:33][C:32]([NH:35][S:36]([C:39]3[CH:44]=[CH:43][C:42]([CH3:45])=[CH:41][CH:40]=3)(=[O:38])=[O:37])=[C:31]([C:46](C)(C)[O:47][SiH2]C(C)(C)C)[CH:30]=2)[CH:25]=[CH:24][C:23]=1[NH:55][S:56]([C:59]1[CH:64]=[CH:63][C:62]([CH3:65])=[CH:61][CH:60]=1)(=[O:58])=[O:57]. Product: [CH3:19][O:20][C:21](=[O:66])[C:22]1[CH:27]=[C:26]([O:28][C:29]2[CH:34]=[CH:33][C:32]([NH:35][S:36]([C:39]3[CH:40]=[CH:41][C:42]([CH3:45])=[CH:43][CH:44]=3)(=[O:37])=[O:38])=[C:31]([CH2:46][OH:47])[CH:30]=2)[CH:25]=[CH:24][C:23]=1[NH:55][S:56]([C:59]1[CH:60]=[CH:61][C:62]([CH3:65])=[CH:63][CH:64]=1)(=[O:58])=[O:57]. The catalyst class is: 31. (2) Reactant: [CH3:1][O:2][C:3]1[CH:19]=[CH:18][C:6]([CH2:7][N:8]2[C:12]3[CH:13]=[CH:14][CH:15]=[C:16]([OH:17])[C:11]=3[N:10]=[N:9]2)=[CH:5][CH:4]=1.F[C:21]1[CH:30]=[C:29]([F:31])[CH:28]=[CH:27][C:22]=1[C:23]([O:25][CH3:26])=[O:24].CC(C)([O-])C.[K+].[Cl-].[NH4+]. Product: [CH3:26][O:25][C:23](=[O:24])[C:22]1[CH:21]=[CH:30][C:29]([F:31])=[CH:28][C:27]=1[O:17][C:16]1[C:11]2[N:10]=[N:9][N:8]([CH2:7][C:6]3[CH:5]=[CH:4][C:3]([O:2][CH3:1])=[CH:19][CH:18]=3)[C:12]=2[CH:13]=[CH:14][CH:15]=1. The catalyst class is: 270. (3) Reactant: [Br:1][C:2]1[CH:7]=[CH:6][C:5]([CH2:8][CH2:9][C:10]([OH:12])=O)=[CH:4][CH:3]=1.[CH:13]([NH:16][NH:17][C:18](=[O:25])[C:19]1[CH:24]=[CH:23][CH:22]=[CH:21][CH:20]=1)([CH3:15])[CH3:14].C(N(CC)CC)C.C1C=CC2N(O)N=NC=2C=1.CCN=C=NCCCN(C)C. Product: [Br:1][C:2]1[CH:3]=[CH:4][C:5]([CH2:8][CH2:9][C:10]([N:16]([CH:13]([CH3:15])[CH3:14])[NH:17][C:18](=[O:25])[C:19]2[CH:24]=[CH:23][CH:22]=[CH:21][CH:20]=2)=[O:12])=[CH:6][CH:7]=1. The catalyst class is: 3. (4) Reactant: [CH:1]1([C:4]2[N:8]([CH2:9][C:10]3[C:15]([F:16])=[CH:14][C:13]([O:17][CH2:18][CH3:19])=[CH:12][C:11]=3[F:20])[N:7]=[C:6]([C:21]3[N:26]=[C:25]([NH:27][C:28]4[C:33]([C:34]([OH:36])=O)=[CH:32][N:31]=[CH:30][CH:29]=4)[C:24]([O:37][CH3:38])=[CH:23][N:22]=3)[C:5]=2[CH3:39])[CH2:3][CH2:2]1.[NH2:40][CH2:41][CH2:42][S:43]([CH3:46])(=[O:45])=[O:44].C(N(CC)C(C)C)(C)C.F[P-](F)(F)(F)(F)F.N1(O[P+](N2CCCC2)(N2CCCC2)N2CCCC2)C2C=CC=CC=2N=N1. Product: [CH:1]1([C:4]2[N:8]([CH2:9][C:10]3[C:11]([F:20])=[CH:12][C:13]([O:17][CH2:18][CH3:19])=[CH:14][C:15]=3[F:16])[N:7]=[C:6]([C:21]3[N:26]=[C:25]([NH:27][C:28]4[C:33]([C:34]([NH:40][CH2:41][CH2:42][S:43]([CH3:46])(=[O:45])=[O:44])=[O:36])=[CH:32][N:31]=[CH:30][CH:29]=4)[C:24]([O:37][CH3:38])=[CH:23][N:22]=3)[C:5]=2[CH3:39])[CH2:2][CH2:3]1. The catalyst class is: 18. (5) Reactant: [Cl:1][C:2]1[CH:7]=[C:6]([NH2:8])[CH:5]=[CH:4][C:3]=1[NH:9][C:10]1[CH:15]=[CH:14][CH:13]=[CH:12][CH:11]=1.[C:16](N1C=CN=C1)(N1C=CN=C1)=[S:17]. Product: [Cl:1][C:2]1[CH:7]=[C:6]([N:8]=[C:16]=[S:17])[CH:5]=[CH:4][C:3]=1[NH:9][C:10]1[CH:15]=[CH:14][CH:13]=[CH:12][CH:11]=1. The catalyst class is: 4.